From a dataset of Full USPTO retrosynthesis dataset with 1.9M reactions from patents (1976-2016). Predict the reactants needed to synthesize the given product. (1) Given the product [NH2:58][CH2:57][CH2:56][O:40]/[N:39]=[C:35]1\[C@@H:36]([O:37][CH3:38])[C@@H:31]([NH:30][C:14]2[C:13](=[O:44])[C:12]3[CH:11]=[C:10]4[C:19]([C:20](=[O:27])[C@@:21]5([O:25][CH3:26])[C@@:8]([OH:46])([C:9]4=[O:45])[C:7]4[C:2]([OH:1])=[C:3]([C:48]([O:50][CH3:51])=[O:49])[C:4]([CH3:47])=[CH:5][C:6]=4[CH2:23][C@H:22]5[OH:24])=[C:18]([OH:28])[C:17]=3[C:16](=[O:29])[CH:15]=2)[O:32][C@@H:33]([CH3:43])[C@@H:34]\1[O:41][CH3:42], predict the reactants needed to synthesize it. The reactants are: [OH:1][C:2]1[C:7]2[C@@:8]3([OH:46])[C@@:21]([O:25][CH3:26])([C@H:22]([OH:24])[CH2:23][C:6]=2[CH:5]=[C:4]([CH3:47])[C:3]=1[C:48]([O:50][CH3:51])=[O:49])[C:20](=[O:27])[C:19]1[C:10](=[CH:11][C:12]2[C:13](=[O:44])[C:14]([NH:30][C@@H:31]4[C@H:36]([O:37][CH3:38])[C:35](=[N:39][OH:40])[C@@H:34]([O:41][CH3:42])[C@H:33]([CH3:43])[O:32]4)=[CH:15][C:16](=[O:29])[C:17]=2[C:18]=1[OH:28])[C:9]3=[O:45].Cl.Cl.NO[CH2:56][CH2:57][NH3+:58].N1C=CC=CC=1. (2) The reactants are: [CH3:1][O:2][CH2:3][N:4]1[CH:8]=[C:7]([N+:9]([O-])=O)[N:6]=[C:5]1[C:12]([O:14][CH2:15][CH3:16])=[O:13].[C:17](Cl)(=[O:21])[CH:18]([CH3:20])[CH3:19]. Given the product [C:17]([NH:9][C:7]1[N:6]=[C:5]([C:12]([O:14][CH2:15][CH3:16])=[O:13])[N:4]([CH2:3][O:2][CH3:1])[CH:8]=1)(=[O:21])[CH:18]([CH3:20])[CH3:19], predict the reactants needed to synthesize it. (3) Given the product [C:25]([O:24][C:22]([C:8]1[NH:9][C:10]2[CH2:11][CH2:12][CH2:13][N:14]([CH2:15][CH2:16][N:17]([CH2:20][CH3:21])[CH2:18][CH3:19])[C:4](=[O:3])[C:6]=2[C:7]=1[CH3:29])=[O:23])([CH3:28])([CH3:27])[CH3:26], predict the reactants needed to synthesize it. The reactants are: C([O:3][C:4]([C:6]1[C:7]([CH3:29])=[C:8]([C:22]([O:24][C:25]([CH3:28])([CH3:27])[CH3:26])=[O:23])[NH:9][C:10]=1[CH2:11][CH2:12][CH2:13][NH:14][CH2:15][CH2:16][N:17]([CH2:20][CH3:21])[CH2:18][CH3:19])=O)C.C[Al](C)C. (4) Given the product [CH3:1][O:2][C:3]1[CH:8]=[CH:7][C:6]([C:9]2[CH:10]=[N:11][CH:12]=[C:13]3[C:18]=2[N:17]=[C:16]([C:19]([NH:63][CH2:62][CH2:61][C:55]2[CH:60]=[CH:59][CH:58]=[CH:57][CH:56]=2)=[O:20])[CH:15]=[CH:14]3)=[CH:5][CH:4]=1, predict the reactants needed to synthesize it. The reactants are: [CH3:1][O:2][C:3]1[CH:8]=[CH:7][C:6]([C:9]2[CH:10]=[N:11][CH:12]=[C:13]3[C:18]=2[N:17]=[C:16]([C:19](O)=[O:20])[CH:15]=[CH:14]3)=[CH:5][CH:4]=1.C(N(CC)C(C)C)(C)C.F[P-](F)(F)(F)(F)F.N1(OC(N(C)C)=[N+](C)C)C2N=CC=CC=2N=N1.[C:55]1([CH2:61][CH2:62][NH2:63])[CH:60]=[CH:59][CH:58]=[CH:57][CH:56]=1. (5) The reactants are: Br[C:2]1[CH:7]=[CH:6][C:5]([C:8](=[C:16]2[CH2:21][C:20]([CH3:23])([CH3:22])[O:19][C:18]([CH3:25])([CH3:24])[CH2:17]2)[C:9]2[CH:14]=[CH:13][C:12]([OH:15])=[CH:11][CH:10]=2)=[CH:4][CH:3]=1.[CH3:26][C:27](=[CH2:35])[C:28]([O:30][C:31]([CH3:34])([CH3:33])[CH3:32])=[O:29]. Given the product [OH:15][C:12]1[CH:13]=[CH:14][C:9]([C:8](=[C:16]2[CH2:21][C:20]([CH3:23])([CH3:22])[O:19][C:18]([CH3:24])([CH3:25])[CH2:17]2)[C:5]2[CH:6]=[CH:7][C:2](/[CH:26]=[C:27](\[CH3:35])/[C:28]([O:30][C:31]([CH3:34])([CH3:33])[CH3:32])=[O:29])=[CH:3][CH:4]=2)=[CH:10][CH:11]=1, predict the reactants needed to synthesize it. (6) Given the product [N:4]12[CH2:9][CH2:8][CH:7]([CH2:10][CH2:11]1)[C@@H:6]([NH:12][C:13]([C:15]1[O:16][C:17]3[C:23]([NH2:24])=[CH:22][CH:21]=[CH:20][C:18]=3[CH:19]=1)=[O:14])[CH2:5]2, predict the reactants needed to synthesize it. The reactants are: [Sn](Cl)Cl.[N:4]12[CH2:11][CH2:10][CH:7]([CH2:8][CH2:9]1)[C@@H:6]([NH:12][C:13]([C:15]1[O:16][C:17]3[C:23]([N+:24]([O-])=O)=[CH:22][CH:21]=[CH:20][C:18]=3[CH:19]=1)=[O:14])[CH2:5]2. (7) Given the product [ClH:29].[CH2:1]([O:8][C:9]1[CH:10]=[C:11]([CH2:15][CH2:16][N:17]([CH2:18][CH:19]2[CH2:21][CH2:20]2)[CH2:30][C:31]([NH:33][CH3:34])=[O:32])[CH:12]=[CH:13][CH:14]=1)[C:2]1[CH:3]=[CH:4][CH:5]=[CH:6][CH:7]=1, predict the reactants needed to synthesize it. The reactants are: [CH2:1]([O:8][C:9]1[CH:10]=[C:11]([CH2:15][CH2:16][NH:17][CH2:18][CH:19]2[CH2:21][CH2:20]2)[CH:12]=[CH:13][CH:14]=1)[C:2]1[CH:7]=[CH:6][CH:5]=[CH:4][CH:3]=1.C(N(CC)CC)C.[Cl:29][CH2:30][C:31]([NH:33][CH3:34])=[O:32].